This data is from Forward reaction prediction with 1.9M reactions from USPTO patents (1976-2016). The task is: Predict the product of the given reaction. (1) Given the reactants [S:1]([N:11]1[CH2:13][CH:12]1[CH2:14][C:15]1([OH:21])[CH2:20][CH2:19][CH2:18][CH2:17][CH2:16]1)([C:4]1[CH:10]=[CH:9][C:7]([CH3:8])=[CH:6][CH:5]=1)(=[O:3])=[O:2].[NH3:22], predict the reaction product. The product is: [NH2:22][CH2:13][CH:12]([NH:11][S:1]([C:4]1[CH:10]=[CH:9][C:7]([CH3:8])=[CH:6][CH:5]=1)(=[O:3])=[O:2])[CH2:14][C:15]1([OH:21])[CH2:20][CH2:19][CH2:18][CH2:17][CH2:16]1. (2) Given the reactants Cl[C:2]1[N:6]([CH3:7])[N:5]=[CH:4][C:3]=1[N+:8]([O-:10])=[O:9].C[N:12]([CH2:20][CH:21]1[CH2:26][CH2:25][NH:24][CH2:23][CH2:22]1)[C:13](=[O:19])[O:14][C:15]([CH3:18])([CH3:17])[CH3:16].CCN(C(C)C)C(C)C, predict the reaction product. The product is: [CH3:7][N:6]1[C:2]([N:24]2[CH2:25][CH2:26][CH:21]([CH2:20][NH:12][C:13](=[O:19])[O:14][C:15]([CH3:17])([CH3:16])[CH3:18])[CH2:22][CH2:23]2)=[C:3]([N+:8]([O-:10])=[O:9])[CH:4]=[N:5]1. (3) Given the reactants [OH:1][C@H:2]1[CH2:7][CH2:6][CH2:5][CH2:4][C@@H:3]1[NH:8][C:9]([C:11]1[C:15]2=[N:16][CH:17]=[CH:18][C:19]([CH3:20])=[C:14]2[NH:13][CH:12]=1)=[O:10].[Cl:21][C:22]1[CH:23]=[CH:24][C:25]([CH2:28]Cl)=[N:26][CH:27]=1.[I-].[Na+].C(=O)([O-])[O-].[Cs+].[Cs+], predict the reaction product. The product is: [Cl:21][C:22]1[CH:23]=[CH:24][C:25]([CH2:28][N:13]2[C:14]3[C:15](=[N:16][CH:17]=[CH:18][C:19]=3[CH3:20])[C:11]([C:9]([NH:8][C@H:3]3[CH2:4][CH2:5][CH2:6][CH2:7][C@@H:2]3[OH:1])=[O:10])=[CH:12]2)=[N:26][CH:27]=1. (4) The product is: [Cl:9][C:6]1[N:5]=[CH:4][N:3]=[C:2]([N:19]2[CH2:20][C@H:21]([CH3:25])[CH2:22][CH2:23][CH2:24][C@@H:18]2[CH3:17])[C:7]=1[F:8]. Given the reactants Cl[C:2]1[C:7]([F:8])=[C:6]([Cl:9])[N:5]=[CH:4][N:3]=1.C(=O)([O-])[O-].[K+].[K+].Cl.[CH3:17][C@H:18]1[CH2:24][CH2:23][CH2:22][C@@H:21]([CH3:25])[CH2:20][NH:19]1.[Cl-].[NH4+], predict the reaction product. (5) The product is: [C:20]1([C:9]2[N:10]=[N:11][CH:12]=[C:13]([C:14]3[CH:15]=[CH:16][CH:17]=[CH:18][CH:19]=3)[C:8]=2[CH:6]2[NH:5][C:3]([CH3:4])=[CH:2][O:1]2)[CH:25]=[CH:24][CH:23]=[CH:22][CH:21]=1. Given the reactants [OH:1][CH2:2][CH:3]([NH:5][C:6]([C:8]1[C:13]([C:14]2[CH:19]=[CH:18][CH:17]=[CH:16][CH:15]=2)=[CH:12][N:11]=[N:10][C:9]=1[C:20]1[CH:25]=[CH:24][CH:23]=[CH:22][CH:21]=1)=O)[CH3:4].CCN(S(F)(F)F)CC.C([O-])([O-])=O.[K+].[K+], predict the reaction product. (6) Given the reactants [CH3:1][C:2]1[CH:3]=[CH:4][C:5]2[N:10]([N:11]=O)[CH2:9][CH:8]([C:13]3[CH:18]=[CH:17][CH:16]=[CH:15][CH:14]=3)[O:7][C:6]=2[CH:19]=1.[NH4+].[Cl-].O.[CH3:23][C:24]([CH3:26])=O, predict the reaction product. The product is: [CH3:1][C:2]1[CH:3]=[CH:4][C:5]2[N:10]([N:11]=[C:24]([CH3:26])[CH3:23])[CH2:9][CH:8]([C:13]3[CH:18]=[CH:17][CH:16]=[CH:15][CH:14]=3)[O:7][C:6]=2[CH:19]=1. (7) Given the reactants [Cl:1][C:2]1[N:7]=[CH:6][C:5]([OH:8])=[CH:4][N:3]=1.[F:9][C:10]1[C:21]([O:22][CH3:23])=[CH:20][C:19]([O:24][CH3:25])=[C:18]([F:26])[C:11]=1[CH2:12]CS([O-])(=O)=O.CN(C)C=O.C(=O)([O-])[O-].[K+].[K+], predict the reaction product. The product is: [Cl:1][C:2]1[N:7]=[CH:6][C:5]([O:8][CH2:12][C:11]2[C:18]([F:26])=[C:19]([O:24][CH3:25])[CH:20]=[C:21]([O:22][CH3:23])[C:10]=2[F:9])=[CH:4][N:3]=1.